This data is from Full USPTO retrosynthesis dataset with 1.9M reactions from patents (1976-2016). The task is: Predict the reactants needed to synthesize the given product. (1) Given the product [CH2:1]([C:3]1[N:8]=[CH:7][N:6]=[C:5]([NH2:9])[CH:4]=1)[CH3:2], predict the reactants needed to synthesize it. The reactants are: [CH:1]([C:3]1[N:8]=[CH:7][N:6]=[C:5]([NH2:9])[CH:4]=1)=[CH2:2]. (2) The reactants are: [CH3:1][C:2]1[CH:10]=[CH:9][C:5]([C:6]([OH:8])=O)=[CH:4][C:3]=1[C:11]([F:14])([F:13])[F:12].S(Cl)(Cl)=O.[NH2:19][C:20]1[CH:25]=[CH:24][CH:23]=[CH:22][C:21]=1O.C(N(C(C)C)CC)(C)C.C1(C)C=CC(S(O)(=O)=O)=CC=1. Given the product [CH3:1][C:2]1[CH:10]=[CH:9][C:5]([C:6]2[O:8][C:21]3[CH:22]=[CH:23][CH:24]=[CH:25][C:20]=3[N:19]=2)=[CH:4][C:3]=1[C:11]([F:14])([F:13])[F:12], predict the reactants needed to synthesize it. (3) Given the product [CH2:14]([N:3]([CH2:1][CH3:2])[C:4]1[CH:5]=[CH:6][C:7]([N+:11]([O-:13])=[O:12])=[C:8]([O:10][CH3:18])[CH:9]=1)[CH3:15], predict the reactants needed to synthesize it. The reactants are: [CH2:1]([N:3]([CH2:14][CH3:15])[C:4]1[CH:5]=[CH:6][C:7]([N+:11]([O-:13])=[O:12])=[C:8]([OH:10])[CH:9]=1)[CH3:2].CO.[C:18]1(P(C2C=CC=CC=2)C2C=CC=CC=2)C=CC=CC=1.CCOC(/N=N/C(OCC)=O)=O. (4) Given the product [N+:1]([C:4]1[C:13]2[C:8](=[CH:9][CH:10]=[CH:11][CH:12]=2)[C:7]([NH:14][CH2:24][C:23]([F:27])([F:26])[F:22])=[CH:6][CH:5]=1)([O-:3])=[O:2], predict the reactants needed to synthesize it. The reactants are: [N+:1]([C:4]1[C:13]2[C:8](=[CH:9][CH:10]=[CH:11][CH:12]=2)[C:7]([NH2:14])=[CH:6][CH:5]=1)([O-:3])=[O:2].[BH3-]C#N.[Na+].[H][H].O.[F:22][C:23]([F:27])([F:26])[CH:24]=O. (5) Given the product [NH2:13][CH2:12][C@H:8]([CH2:14][C:15]1[CH:20]=[CH:19][CH:18]=[CH:17][CH:16]=1)[C:1]([OH:3])=[O:2].[C:21]([OH:27])([C:23]([F:26])([F:25])[F:24])=[O:22], predict the reactants needed to synthesize it. The reactants are: [C:1]([C@@:8]([CH2:14][C:15]1[CH:20]=[CH:19][CH:18]=[CH:17][CH:16]=1)([CH2:12][NH2:13])C(O)=O)([O:3]C(C)(C)C)=[O:2].[C:21]([OH:27])([C:23]([F:26])([F:25])[F:24])=[O:22]. (6) Given the product [CH3:12][N:11]1[C:10](=[O:13])[CH:9]([CH3:14])[CH2:8][N:7]([CH:15]2[CH2:20][CH2:19][O:18][CH2:17][CH2:16]2)[C:6]2[N:21]=[C:2]([NH:22][C:23]3[CH:38]=[CH:37][C:26]([C:27]([NH:29][CH:30]4[CH2:31][CH2:32][N:33]([CH3:36])[CH2:34][CH2:35]4)=[O:28])=[CH:25][C:24]=3[O:39][CH3:40])[N:3]=[CH:4][C:5]1=2, predict the reactants needed to synthesize it. The reactants are: Cl[C:2]1[N:3]=[CH:4][C:5]2[N:11]([CH3:12])[C:10](=[O:13])[CH:9]([CH3:14])[CH2:8][N:7]([CH:15]3[CH2:20][CH2:19][O:18][CH2:17][CH2:16]3)[C:6]=2[N:21]=1.[NH2:22][C:23]1[CH:38]=[CH:37][C:26]([C:27]([NH:29][CH:30]2[CH2:35][CH2:34][N:33]([CH3:36])[CH2:32][CH2:31]2)=[O:28])=[CH:25][C:24]=1[O:39][CH3:40].O.C1(C)C=CC(S(O)(=O)=O)=CC=1.